The task is: Predict which catalyst facilitates the given reaction.. This data is from Catalyst prediction with 721,799 reactions and 888 catalyst types from USPTO. (1) Reactant: [CH3:1][N:2]1[CH2:7][CH2:6][CH:5]([OH:8])[CH2:4][CH2:3]1.C1C=CC(P(C2C=CC=CC=2)C2C=CC=CC=2)=CC=1.[CH3:28][O:29][C:30](=[O:38])[C:31]1[CH:36]=[CH:35][C:34](O)=[CH:33][CH:32]=1.N(C(OCC)=O)=NC(OCC)=O. Product: [CH3:28][O:29][C:30](=[O:38])[C:31]1[CH:36]=[CH:35][C:34]([O:8][CH:5]2[CH2:6][CH2:7][N:2]([CH3:1])[CH2:3][CH2:4]2)=[CH:33][CH:32]=1. The catalyst class is: 1. (2) Reactant: Cl[C:2]1[N:11]=[C:10]2[C:5]([C:6]([NH:12][C:13]3[CH:18]=[C:17]([CH3:19])[CH:16]=[CH:15][C:14]=3[S:20][C:21]3[CH:26]=[CH:25][C:24]([NH:27][C:28](=[O:30])[CH3:29])=[CH:23][CH:22]=3)=[CH:7][CH:8]=[N:9]2)=[CH:4][CH:3]=1.Cl.[CH2:32]([O:34][C:35](=[O:38])[CH2:36][NH2:37])[CH3:33]. Product: [CH2:32]([O:34][C:35](=[O:38])[CH2:36][NH:37][C:2]1[CH:3]=[CH:4][C:5]2[C:10](=[N:9][CH:8]=[CH:7][C:6]=2[NH:12][C:13]2[CH:18]=[C:17]([CH3:19])[CH:16]=[CH:15][C:14]=2[S:20][C:21]2[CH:22]=[CH:23][C:24]([NH:27][C:28](=[O:30])[CH3:29])=[CH:25][CH:26]=2)[N:11]=1)[CH3:33]. The catalyst class is: 14.